From a dataset of Catalyst prediction with 721,799 reactions and 888 catalyst types from USPTO. Predict which catalyst facilitates the given reaction. (1) Reactant: [O:1]=[C:2]([CH2:9][C:10]([O:12][CH2:13][CH3:14])=[O:11])[CH2:3][C:4]([O:6][CH2:7][CH3:8])=[O:5].[H-].[Na+].[CH3:17]I.[NH4+].[Cl-]. Product: [CH3:17][CH:9]([C:2](=[O:1])[CH2:3][C:4]([O:6][CH2:7][CH3:8])=[O:5])[C:10]([O:12][CH2:13][CH3:14])=[O:11]. The catalyst class is: 1. (2) Reactant: [NH2:1][C:2]1[N:7]=[C:6]([NH:8][C:9]([C:11]2[N:12]([CH3:16])[N:13]=[CH:14][CH:15]=2)=[O:10])[CH:5]=[N:4][C:3]=1Cl.[F:18][C:19]([F:34])([F:33])[O:20][C:21]1[CH:26]=[CH:25][C:24]([O:27][CH2:28][CH3:29])=[CH:23][C:22]=1B(O)O.C(=O)([O-])[O-].[Cs+].[Cs+]. Product: [NH2:1][C:2]1[N:7]=[C:6]([NH:8][C:9]([C:11]2[N:12]([CH3:16])[N:13]=[CH:14][CH:15]=2)=[O:10])[CH:5]=[N:4][C:3]=1[C:22]1[CH:23]=[C:24]([O:27][CH2:28][CH3:29])[CH:25]=[CH:26][C:21]=1[O:20][C:19]([F:18])([F:34])[F:33]. The catalyst class is: 38.